From a dataset of NCI-60 drug combinations with 297,098 pairs across 59 cell lines. Regression. Given two drug SMILES strings and cell line genomic features, predict the synergy score measuring deviation from expected non-interaction effect. (1) Drug 1: C1=NC(=NC(=O)N1C2C(C(C(O2)CO)O)O)N. Drug 2: C1=NNC2=C1C(=O)NC=N2. Cell line: NCI-H522. Synergy scores: CSS=33.2, Synergy_ZIP=-6.24, Synergy_Bliss=-0.326, Synergy_Loewe=-13.6, Synergy_HSA=-0.218. (2) Drug 1: C1CCC(CC1)NC(=O)N(CCCl)N=O. Drug 2: COCCOC1=C(C=C2C(=C1)C(=NC=N2)NC3=CC=CC(=C3)C#C)OCCOC.Cl. Cell line: EKVX. Synergy scores: CSS=18.5, Synergy_ZIP=-3.03, Synergy_Bliss=4.41, Synergy_Loewe=3.43, Synergy_HSA=6.15. (3) Drug 1: CCC1=C2CN3C(=CC4=C(C3=O)COC(=O)C4(CC)O)C2=NC5=C1C=C(C=C5)O. Drug 2: CN(CCCl)CCCl.Cl. Cell line: HT29. Synergy scores: CSS=43.4, Synergy_ZIP=-6.87, Synergy_Bliss=-2.23, Synergy_Loewe=-0.642, Synergy_HSA=-0.287. (4) Drug 1: CC1=C(C=C(C=C1)NC(=O)C2=CC=C(C=C2)CN3CCN(CC3)C)NC4=NC=CC(=N4)C5=CN=CC=C5. Drug 2: CC1C(C(CC(O1)OC2CC(OC(C2O)C)OC3=CC4=CC5=C(C(=O)C(C(C5)C(C(=O)C(C(C)O)O)OC)OC6CC(C(C(O6)C)O)OC7CC(C(C(O7)C)O)OC8CC(C(C(O8)C)O)(C)O)C(=C4C(=C3C)O)O)O)O. Synergy scores: CSS=51.6, Synergy_ZIP=4.67, Synergy_Bliss=2.02, Synergy_Loewe=-39.4, Synergy_HSA=-2.88. Cell line: SN12C.